The task is: Predict the reactants needed to synthesize the given product.. This data is from Full USPTO retrosynthesis dataset with 1.9M reactions from patents (1976-2016). (1) Given the product [Cl:33][C:18]1[C:19]([NH:21][C@@H:22]2[CH2:27][CH2:26][CH2:25][CH2:24][C@H:23]2[NH:28][S:29]([CH3:32])(=[O:31])=[O:30])=[N:20][C:15]([NH:14][C:4]2[CH:3]=[C:2]3[C:7](=[CH:6][CH:5]=2)[CH:8]2[CH2:12][CH2:13][CH:1]3[CH2:11][N:10]([CH:35]([CH3:37])[CH3:34])[CH2:9]2)=[N:16][CH:17]=1, predict the reactants needed to synthesize it. The reactants are: [CH:1]12[CH2:13][CH2:12][CH:8]([CH2:9][NH:10][CH2:11]1)[C:7]1[C:2]2=[CH:3][C:4]([NH:14][C:15]2[N:20]=[C:19]([NH:21][C@@H:22]3[CH2:27][CH2:26][CH2:25][CH2:24][C@H:23]3[NH:28][S:29]([CH3:32])(=[O:31])=[O:30])[C:18]([Cl:33])=[CH:17][N:16]=2)=[CH:5][CH:6]=1.[CH3:34][C:35]([CH3:37])=O.[BH4-].[Na+]. (2) Given the product [CH2:1]([O:3][C:4]([C:6]1[C:7](=[O:30])[N:8]([CH2:35][C:34]2[CH:37]=[CH:38][CH:39]=[C:32]([F:31])[CH:33]=2)[C:9]2[C:14]([C:15]=1[N:16]1[CH2:21][CH2:20][N:19]([C:22]([C:24]3[S:25][CH:26]=[CH:27][CH:28]=3)=[O:23])[CH2:18][CH2:17]1)=[CH:13][C:12]([Cl:29])=[CH:11][N:10]=2)=[O:5])[CH3:2], predict the reactants needed to synthesize it. The reactants are: [CH2:1]([O:3][C:4]([C:6]1[C:7](=[O:30])[NH:8][C:9]2[C:14]([C:15]=1[N:16]1[CH2:21][CH2:20][N:19]([C:22]([C:24]3[S:25][CH:26]=[CH:27][CH:28]=3)=[O:23])[CH2:18][CH2:17]1)=[CH:13][C:12]([Cl:29])=[CH:11][N:10]=2)=[O:5])[CH3:2].[F:31][C:32]1[CH:33]=[C:34]([CH:37]=[CH:38][CH:39]=1)[CH2:35]Br. (3) Given the product [F:30][C:31]1[CH:38]=[CH:37][CH:36]=[C:35]([F:39])[C:32]=1[CH2:33][O:1][C:2]1[C:3]2[N:4]([C:10]([C:14]([O:16][CH2:17][CH3:18])=[O:15])=[C:11]([CH3:13])[N:12]=2)[CH:5]=[C:6]([CH2:8][OH:9])[CH:7]=1, predict the reactants needed to synthesize it. The reactants are: [OH:1][C:2]1[C:3]2[N:4]([C:10]([C:14]([O:16][CH2:17][CH3:18])=[O:15])=[C:11]([CH3:13])[N:12]=2)[CH:5]=[C:6]([CH2:8][OH:9])[CH:7]=1.CN(C=O)C.C(=O)([O-])[O-].[Cs+].[Cs+].[F:30][C:31]1[CH:38]=[CH:37][CH:36]=[C:35]([F:39])[C:32]=1[CH2:33]Br. (4) Given the product [CH3:13][C:12](=[O:14])[C@@H:11]1[C@:15]2([CH3:23])[C@H:8]([C@H:7]3[C@H:18]([CH2:17][CH2:16]2)[C@:19]2([CH3:22])[C@H:4]([CH2:3][C:2](=[O:1])[CH2:21][CH2:20]2)[CH2:5][CH2:6]3)[CH2:9][CH2:10]1, predict the reactants needed to synthesize it. The reactants are: [OH:1][C@H:2]1[CH2:21][CH2:20][C@@:19]2([CH3:22])[C@@H:4]([CH2:5][CH2:6][C@@H:7]3[C@@H:18]2[CH2:17][CH2:16][C@@:15]2([CH3:23])[C@H:8]3[CH2:9][CH2:10][C@@H:11]2[C:12](=[O:14])[CH3:13])[CH2:3]1.[Br-].[Na+].[O-]Cl.[Na+].C(OCC)(=O)C.CCCCCC. (5) Given the product [C:1]12([NH:11][C:12](=[O:15])[CH2:13][N:29]3[CH2:30][CH2:31][N:26]([CH2:25][C:23]4[CH:22]=[CH:21][C:20]5[O:16][CH2:17][O:18][C:19]=5[CH:24]=4)[CH2:27][CH2:28]3)[CH2:10][CH:5]3[CH2:6][CH:7]([CH2:9][CH:3]([CH2:4]3)[CH2:2]1)[CH2:8]2, predict the reactants needed to synthesize it. The reactants are: [C:1]12([NH:11][C:12](=[O:15])[CH2:13]Cl)[CH2:10][CH:5]3[CH2:6][CH:7]([CH2:9][CH:3]([CH2:4]3)[CH2:2]1)[CH2:8]2.[O:16]1[C:20]2[CH:21]=[CH:22][C:23]([CH2:25][N:26]3[CH2:31][CH2:30][NH:29][CH2:28][CH2:27]3)=[CH:24][C:19]=2[O:18][CH2:17]1.C([O-])([O-])=O.[K+].[K+].C(O)(C(F)(F)F)=O.